From a dataset of Forward reaction prediction with 1.9M reactions from USPTO patents (1976-2016). Predict the product of the given reaction. (1) Given the reactants [F-].C([N+](CCCC)(CCCC)CCCC)CCC.[N:19]1[CH:24]=[CH:23][CH:22]=[C:21]([C:25]2[CH:33]=[C:32]3[C:28]([C:29]([NH:42][C:43](=[O:47])[CH2:44][CH2:45][CH3:46])=[N:30][N:31]3COCC[Si](C)(C)C)=[CH:27][CH:26]=2)[CH:20]=1.C(OCC)(=O)C, predict the reaction product. The product is: [N:19]1[CH:24]=[CH:23][CH:22]=[C:21]([C:25]2[CH:33]=[C:32]3[C:28]([C:29]([NH:42][C:43](=[O:47])[CH2:44][CH2:45][CH3:46])=[N:30][NH:31]3)=[CH:27][CH:26]=2)[CH:20]=1. (2) Given the reactants [F:1][C:2]1[CH:3]=[C:4]([NH2:12])[C:5](=[CH:9][C:10]=1[F:11])[C:6](O)=[O:7].Cl.[CH3:14][O:15][NH2:16].C(N(CC)CC)C, predict the reaction product. The product is: [NH2:12][C:4]1[CH:3]=[C:2]([F:1])[C:10]([F:11])=[CH:9][C:5]=1[C:6]([NH:16][O:15][CH3:14])=[O:7]. (3) Given the reactants [Si]([O:8][CH2:9][CH2:10][CH:11]([N:13]1[N:17]=[N:16][C:15]([C:18]2[CH:23]=[CH:22][CH:21]=[C:20]([Cl:24])[CH:19]=2)=[N:14]1)[CH3:12])(C(C)(C)C)(C)C.C1(P(C2C=CC=CC=2)C2C=CC=CC=2)C=CC=CC=1.CCO[C:47](/[N:49]=N/C(OCC)=O)=O.ClC1C=C(C2N=NNN=2)C=CC=1.[Si](OCCC(O)C)(C(C)(C)C)(C)C, predict the reaction product. The product is: [Cl:24][C:20]1[CH:19]=[C:18]([C:15]2[N:16]=[N:17][N:13]([CH:11]([CH3:12])[CH2:10][C:9]([NH:49][CH3:47])=[O:8])[N:14]=2)[CH:23]=[CH:22][CH:21]=1. (4) Given the reactants [Br:1][C:2]1[CH:3]=[C:4]([C:7]([O:9][CH2:10][CH3:11])=[O:8])[NH:5][CH:6]=1.ClS([N:16]=[C:17]=O)(=O)=O, predict the reaction product. The product is: [Br:1][C:2]1[CH:3]=[C:4]([C:7]([O:9][CH2:10][CH3:11])=[O:8])[NH:5][C:6]=1[C:17]#[N:16]. (5) Given the reactants N1C2C(=CC=CC=2)C=NC=1.N1C2C(=CC=CC=2)N=CC=1.[CH:21]1[C:30]2[C:25](=[CH:26][CH:27]=[CH:28][CH:29]=2)[CH:24]=[N:23][N:22]=1.N1C2C(=CC=CN=2)C=CC=1, predict the reaction product. The product is: [N:22]1[C:21]2[C:30](=[CH:29][CH:28]=[CH:27][CH:26]=2)[CH:25]=[CH:24][N:23]=1.